Task: Predict the reaction yield, written as a fraction of the theoretical maximum amount of product (1.0 means a 100% yield; for example, 0.34 means a 34% yield).. Dataset: Reaction yield outcomes from USPTO patents with 853,638 reactions (1) The reactants are [Br:1][C:2]1[CH:7]=[CH:6][C:5]([C:8]2[CH:16]=[CH:15][CH:14]=[C:13]3[C:9]=2[CH2:10][C:11](=[O:17])[NH:12]3)=[CH:4][CH:3]=1.[N:18]1([CH2:23][CH2:24][NH:25][C:26]([C:28]2[CH:32]=[C:31]([CH3:33])[NH:30][C:29]=2[CH:34]=O)=[O:27])[CH2:22][CH2:21][CH2:20][CH2:19]1. The catalyst is C(O)C.N1CCCCC1. The product is [N:18]1([CH2:23][CH2:24][NH:25][C:26]([C:28]2[CH:32]=[C:31]([CH3:33])[NH:30][C:29]=2[CH:34]=[C:10]2[C:9]3[C:13](=[CH:14][CH:15]=[CH:16][C:8]=3[C:5]3[CH:4]=[CH:3][C:2]([Br:1])=[CH:7][CH:6]=3)[NH:12][C:11]2=[O:17])=[O:27])[CH2:22][CH2:21][CH2:20][CH2:19]1. The yield is 0.600. (2) The reactants are [OH:1][N:2]=[C:3]([C:5]1[C:9]([NH:10][CH2:11][CH2:12][O:13][CH3:14])=[N:8][O:7][N:6]=1)N.[ClH:15].[Cl-].[Na+].N([O-])=O.[Na+]. The catalyst is C(OCC)(=O)C.O. The product is [OH:1][N:2]=[C:3]([Cl:15])[C:5]1[C:9]([NH:10][CH2:11][CH2:12][O:13][CH3:14])=[N:8][O:7][N:6]=1. The yield is 1.26. (3) The reactants are [Br:1][C:2]1[CH:3]=[N:4][N:5]2[C:10](Cl)=[C:9]([C:12]([O:14][CH2:15][CH3:16])=[O:13])[CH:8]=[N:7][C:6]=12.[F:17][C:18]1[CH:24]=[CH:23][C:21]([NH2:22])=[C:20]([CH3:25])[CH:19]=1. No catalyst specified. The product is [Br:1][C:2]1[CH:3]=[N:4][N:5]2[C:10]([NH:22][C:21]3[CH:23]=[CH:24][C:18]([F:17])=[CH:19][C:20]=3[CH3:25])=[C:9]([C:12]([O:14][CH2:15][CH3:16])=[O:13])[CH:8]=[N:7][C:6]=12. The yield is 0.990. (4) The reactants are Cl[C:2]1[N:7]=[C:6]([Cl:8])[C:5]([C:9]([F:12])([F:11])[F:10])=[CH:4][N:3]=1.C(OCC)C.[NH2:18][C:19]1[CH:24]=[CH:23][C:22]([CH:25]2[CH2:30][CH2:29][N:28]([C:31]([O:33][C:34]([CH3:37])([CH3:36])[CH3:35])=[O:32])[CH2:27][CH2:26]2)=[CH:21][C:20]=1[O:38][C:39]([F:42])([F:41])[F:40].CCN(CC)CC. The catalyst is [Cl-].[Cl-].[Zn+2].ClCCCl.CC(O)(C)C. The product is [Cl:8][C:6]1[C:5]([C:9]([F:12])([F:11])[F:10])=[CH:4][N:3]=[C:2]([NH:18][C:19]2[CH:24]=[CH:23][C:22]([CH:25]3[CH2:30][CH2:29][N:28]([C:31]([O:33][C:34]([CH3:37])([CH3:36])[CH3:35])=[O:32])[CH2:27][CH2:26]3)=[CH:21][C:20]=2[O:38][C:39]([F:42])([F:40])[F:41])[N:7]=1. The yield is 0.330. (5) The reactants are [Cl:1][C:2]1[CH:3]=[C:4]([N:10]2[CH:18]([CH:19]3[CH2:23][CH2:22][CH2:21][CH2:20]3)[CH:17]3[C:12]([C:13]4[CH:27]=[CH:26][C:25]([C:28]([OH:30])=[O:29])=[CH:24][C:14]=4[CH2:15][CH2:16]3)=[N:11]2)[CH:5]=[CH:6][C:7]=1[C:8]#[N:9].[CH3:31][C@@H:32](O)[CH2:33][CH3:34]. No catalyst specified. The product is [Cl:1][C:2]1[CH:3]=[C:4]([N:10]2[CH:18]([CH:19]3[CH2:20][CH2:21][CH2:22][CH2:23]3)[CH:17]3[C:12]([C:13]4[CH:27]=[CH:26][C:25]([C:28]([O:30][C@@H:32]([CH2:33][CH3:34])[CH3:31])=[O:29])=[CH:24][C:14]=4[CH2:15][CH2:16]3)=[N:11]2)[CH:5]=[CH:6][C:7]=1[C:8]#[N:9]. The yield is 0.680. (6) The reactants are [N:1]1[CH:6]=[CH:5][CH:4]=[CH:3][C:2]=1[C:7]1[C:11]([CH2:12][O:13][C:14]2[CH:22]=[CH:21][C:17]([C:18]([OH:20])=O)=[CH:16][N:15]=2)=[CH:10][O:9][N:8]=1.[CH:23]1([NH2:26])[CH2:25][CH2:24]1. No catalyst specified. The product is [CH:23]1([NH:26][C:18](=[O:20])[C:17]2[CH:21]=[CH:22][C:14]([O:13][CH2:12][C:11]3[C:7]([C:2]4[CH:3]=[CH:4][CH:5]=[CH:6][N:1]=4)=[N:8][O:9][CH:10]=3)=[N:15][CH:16]=2)[CH2:25][CH2:24]1. The yield is 0.820. (7) The reactants are [Br:1][C:2]1[CH:7]=[CH:6][C:5]([C:8]2[N:12]=[CH:11][NH:10][N:9]=2)=[C:4]([F:13])[C:3]=1[CH3:14].[O:15]1[CH:20]=[CH:19][CH2:18][CH2:17][CH2:16]1. The catalyst is O1CCCC1.C(OCC)(=O)C.CS(O)(=O)=O. The product is [Br:1][C:2]1[CH:7]=[CH:6][C:5]([C:8]2[N:12]([CH:16]3[CH2:17][CH2:18][CH2:19][CH2:20][O:15]3)[CH:11]=[N:10][N:9]=2)=[C:4]([F:13])[C:3]=1[CH3:14]. The yield is 0.950. (8) The reactants are [CH3:1][O:2][C:3]1[CH:12]=[C:11]2[C:6]([C:7](=[O:15])[N:8]([CH3:14])[C:9](=[O:13])[NH:10]2)=[CH:5][CH:4]=1.C[Si]([N-][Si](C)(C)C)(C)C.[Li+].CS(O[CH2:31][CH2:32][N:33]1[CH2:38][CH2:37][CH:36]([NH:39][C:40]([O:42][C:43]([CH3:46])([CH3:45])[CH3:44])=[O:41])[CH2:35][CH2:34]1)(=O)=O.C(OC(=O)NC1CCN(CCN2C3C(=CC=C(OC)C=3)C=CC2=O)CC1)(C)(C)C. The catalyst is ClCCl.CO. The product is [C:43]([O:42][C:40](=[O:41])[NH:39][CH:36]1[CH2:37][CH2:38][N:33]([CH2:32][CH2:31][N:10]2[C:11]3[C:6](=[CH:5][CH:4]=[C:3]([O:2][CH3:1])[CH:12]=3)[C:7](=[O:15])[N:8]([CH3:14])[C:9]2=[O:13])[CH2:34][CH2:35]1)([CH3:46])([CH3:45])[CH3:44]. The yield is 0.180.